The task is: Predict the reaction yield, written as a fraction of the theoretical maximum amount of product (1.0 means a 100% yield; for example, 0.34 means a 34% yield).. This data is from Buchwald-Hartwig C-N cross coupling reaction yields with 55,370 reactions. (1) The reactants are FC(F)(F)c1ccc(Br)cc1.Cc1ccc(N)cc1.O=S(=O)(O[Pd]1c2ccccc2-c2ccccc2N~1)C(F)(F)F.COc1ccc(OC)c(P(C(C)(C)C)C(C)(C)C)c1-c1c(C(C)C)cc(C(C)C)cc1C(C)C.CN1CCCN2CCCN=C12.CCOC(=O)c1cc(OC)no1. No catalyst specified. The product is Cc1ccc(Nc2ccc(C(F)(F)F)cc2)cc1. The yield is 0.352. (2) The product is Cc1ccc(Nc2ccccn2)cc1. The reactants are Clc1ccccn1.Cc1ccc(N)cc1.O=S(=O)(O[Pd]1c2ccccc2-c2ccccc2N~1)C(F)(F)F.CC(C)c1cc(C(C)C)c(-c2ccccc2P(C2CCCCC2)C2CCCCC2)c(C(C)C)c1.CN(C)C(=NC(C)(C)C)N(C)C.CCOC(=O)c1cnoc1C. No catalyst specified. The yield is 0.100. (3) The reactants are COc1ccc(Br)cc1.Cc1ccc(N)cc1.O=S(=O)(O[Pd]1c2ccccc2-c2ccccc2N~1)C(F)(F)F.CC(C)c1cc(C(C)C)c(-c2ccccc2P(C(C)(C)C)C(C)(C)C)c(C(C)C)c1.CN1CCCN2CCCN=C12.CCOC(=O)c1cnoc1C. No catalyst specified. The product is COc1ccc(Nc2ccc(C)cc2)cc1. The yield is 0.216. (4) The reactants are CCc1ccc(Cl)cc1.Cc1ccc(N)cc1.O=S(=O)(O[Pd]1c2ccccc2-c2ccccc2N~1)C(F)(F)F.CC(C)c1cc(C(C)C)c(-c2ccccc2P(C(C)(C)C)C(C)(C)C)c(C(C)C)c1.CCN=P(N=P(N(C)C)(N(C)C)N(C)C)(N(C)C)N(C)C.COC(=O)c1cc(-c2cccs2)on1. No catalyst specified. The product is CCc1ccc(Nc2ccc(C)cc2)cc1. The yield is 0.00860. (5) The reactants are Clc1ccccn1.Cc1ccc(N)cc1.O=S(=O)(O[Pd]1c2ccccc2-c2ccccc2N~1)C(F)(F)F.COc1ccc(OC)c(P(C(C)(C)C)C(C)(C)C)c1-c1c(C(C)C)cc(C(C)C)cc1C(C)C.CN1CCCN2CCCN=C12.Fc1cccc(F)c1-c1ccno1. No catalyst specified. The product is Cc1ccc(Nc2ccccn2)cc1. The yield is 0.650.